Dataset: Forward reaction prediction with 1.9M reactions from USPTO patents (1976-2016). Task: Predict the product of the given reaction. (1) Given the reactants Br[C:2]1[CH:16]=[CH:15][C:5]2[N:6]=[C:7]([NH:9][C:10]([NH:12][CH2:13][CH3:14])=[O:11])[S:8][C:4]=2[CH:3]=1.COCCOC.[Cl:23][C:24]1[S:28][C:27](B(O)O)=[CH:26][CH:25]=1.C(=O)([O-])[O-].[Na+].[Na+], predict the reaction product. The product is: [Cl:23][C:24]1[S:28][C:27]([C:2]2[CH:16]=[CH:15][C:5]3[N:6]=[C:7]([NH:9][C:10]([NH:12][CH2:13][CH3:14])=[O:11])[S:8][C:4]=3[CH:3]=2)=[CH:26][CH:25]=1. (2) Given the reactants [F:1][C:2]1[C:3]([NH:18][CH:19]([C:24]2([CH3:29])[CH2:28]CC[CH2:25]2)[CH2:20][C:21]([OH:23])=[O:22])=[N:4][C:5]([C:8]2[C:16]3[C:11](=[N:12][CH:13]=[C:14]([F:17])[CH:15]=3)[NH:10][N:9]=2)=NC=1.[Br:30][C:31]1[N:36]=[C:35]([NH:37][C@@H:38]([C:45]([CH3:48])([CH3:47])[CH3:46])[CH2:39][C:40]([O:42][CH2:43][CH3:44])=[O:41])[C:34]([F:49])=[CH:33][C:32]=1[F:50].ClC1N=C(N[C@@H](C2(C)CCCC2)CC(OCC)=O)C(F)=CC=1C#N.BrC1C(F)=CC(F)=C(F)N=1.ClC1C(C#N)=CC(F)=C(F)N=1, predict the reaction product. The product is: [F:1][C:2]1[C:3]([NH:18][C@@H:19]([C:24]([CH3:28])([CH3:29])[CH3:25])[CH2:20][C:21]([OH:23])=[O:22])=[N:4][C:5]([C:8]2[C:16]3[C:11](=[N:12][CH:13]=[C:14]([F:17])[CH:15]=3)[NH:10][N:9]=2)=[C:34]([F:49])[CH:33]=1.[Br:30][C:31]1[N:36]=[C:35]([NH:37][C@@H:38]([C:45]([CH3:47])([CH3:46])[CH3:48])[CH2:39][C:40]([O:42][CH2:43][CH3:44])=[O:41])[C:34]([F:49])=[CH:33][C:32]=1[F:50]. (3) Given the reactants Cl[CH2:2][C:3]([N:5]1[CH2:10][CH2:9][O:8][CH2:7][CH2:6]1)=[O:4].[C:11]1([C:35]2[CH:40]=[CH:39][CH:38]=[CH:37][CH:36]=2)[CH:16]=[CH:15][C:14]([CH2:17][C@@H:18]([NH:27]C(OC(C)(C)C)=O)[CH2:19][C@:20]([CH2:25][OH:26])([CH3:24])[C:21]([OH:23])=[O:22])=[CH:13][CH:12]=1.CCN(CC)CC, predict the reaction product. The product is: [N:5]1([C:3](=[O:4])[CH2:2][O:23][C:21](=[O:22])[C@@:20]([CH2:25][OH:26])([CH3:24])[CH2:19][C@H:18]([NH2:27])[CH2:17][C:14]2[CH:15]=[CH:16][C:11]([C:35]3[CH:40]=[CH:39][CH:38]=[CH:37][CH:36]=3)=[CH:12][CH:13]=2)[CH2:10][CH2:9][O:8][CH2:7][CH2:6]1. (4) Given the reactants [C:1]([N:8]1[CH2:13][CH2:12][C:11](=[O:14])[CH2:10][CH2:9]1)([O:3][C:4]([CH3:7])([CH3:6])[CH3:5])=[O:2].B(F)(F)F.CCOCC.[N+](=[CH:26][C:27]([O:29][CH2:30][CH3:31])=[O:28])=[N-], predict the reaction product. The product is: [CH2:30]([O:29][C:27]([CH:26]1[C:11](=[O:14])[CH2:10][CH2:9][N:8]([C:1]([O:3][C:4]([CH3:5])([CH3:7])[CH3:6])=[O:2])[CH2:13][CH2:12]1)=[O:28])[CH3:31]. (5) Given the reactants [CH3:1][C:2]1[C:7]([C:8]2[CH:13]=[CH:12][CH:11]=[C:10]([N+:14]([O-])=O)[CH:9]=2)=[CH:6][C:5]([C:17]([NH:19][C:20]2[CH:25]=[CH:24][CH:23]=[C:22]([C:26]([F:29])([F:28])[F:27])[CH:21]=2)=[O:18])=[CH:4][CH:3]=1.C(O)(=O)C, predict the reaction product. The product is: [NH2:14][C:10]1[CH:9]=[C:8]([C:7]2[C:2]([CH3:1])=[CH:3][CH:4]=[C:5]([C:17]([NH:19][C:20]3[CH:25]=[CH:24][CH:23]=[C:22]([C:26]([F:27])([F:28])[F:29])[CH:21]=3)=[O:18])[CH:6]=2)[CH:13]=[CH:12][CH:11]=1. (6) Given the reactants Cl[C:2]1[C:11]2[C:6](=[CH:7][C:8]([O:16][CH2:17][CH2:18][Cl:19])=[CH:9][C:10]=2[O:12][CH:13]([CH3:15])[CH3:14])[N:5]=[CH:4][N:3]=1.[NH2:20][C:21]1[C:26]([Cl:27])=[CH:25][N:24]=[C:23]2[O:28][CH2:29][O:30][C:22]=12, predict the reaction product. The product is: [Cl:19][CH2:18][CH2:17][O:16][C:8]1[CH:7]=[C:6]2[C:11]([C:2]([NH:20][C:21]3[C:26]([Cl:27])=[CH:25][N:24]=[C:23]4[O:28][CH2:29][O:30][C:22]=34)=[N:3][CH:4]=[N:5]2)=[C:10]([O:12][CH:13]([CH3:15])[CH3:14])[CH:9]=1. (7) Given the reactants [CH3:1][C:2]1([CH3:9])[C:6](=[O:7])[CH2:5][CH2:4][C:3]1=[O:8].C(OCC)C, predict the reaction product. The product is: [CH3:1][C:2]1([CH3:9])[C:6](=[O:7])[CH:5]=[CH:4][C:3]1=[O:8]. (8) The product is: [CH2:14]([O:13][C:12]1[C:11](=[O:21])[N:10]=[C:9]([CH2:22][C:23]2[CH:28]=[CH:27][CH:26]=[CH:25][C:24]=2[C:29]2[CH:30]=[CH:31][N:32]=[CH:33][CH:34]=2)[N:8]2[CH2:2][CH2:3][N:4]([CH:35]([CH3:37])[CH3:36])[C:5](=[O:6])[C:7]=12)[C:15]1[CH:16]=[CH:17][CH:18]=[CH:19][CH:20]=1. Given the reactants O[CH2:2][CH2:3][N:4]([CH:35]([CH3:37])[CH3:36])[C:5]([C:7]1[C:12]([O:13][CH2:14][C:15]2[CH:20]=[CH:19][CH:18]=[CH:17][CH:16]=2)=[C:11]([OH:21])[N:10]=[C:9]([CH2:22][C:23]2[CH:28]=[CH:27][CH:26]=[CH:25][C:24]=2[C:29]2[CH:34]=[CH:33][N:32]=[CH:31][CH:30]=2)[N:8]=1)=[O:6].C(OC1C(=O)N=C(CC2C=CC=C(Cl)C=2Cl)N2CCN(C(C)C)C(=O)C=12)C1C=CC=CC=1, predict the reaction product. (9) Given the reactants Cl[C:2]1([C:13]2[CH:18]=[CH:17][CH:16]=[CH:15][C:14]=2[O:19][CH3:20])[C:10]2[C:5](=[CH:6][CH:7]=[C:8]([Cl:11])[CH:9]=2)[NH:4][C:3]1=[O:12].[F:21][CH:22]1[CH2:26][NH:25][C@H:24]([C:27]([O:29][C:30]([CH3:33])([CH3:32])[CH3:31])=[O:28])[CH2:23]1, predict the reaction product. The product is: [Cl:11][C:8]1[CH:9]=[C:10]2[C:5](=[CH:6][CH:7]=1)[NH:4][C:3](=[O:12])[C:2]2([N:25]1[CH2:26][CH:22]([F:21])[CH2:23][C@H:24]1[C:27]([O:29][C:30]([CH3:33])([CH3:32])[CH3:31])=[O:28])[C:13]1[CH:18]=[CH:17][CH:16]=[CH:15][C:14]=1[O:19][CH3:20].